From a dataset of Peptide-MHC class II binding affinity with 134,281 pairs from IEDB. Regression. Given a peptide amino acid sequence and an MHC pseudo amino acid sequence, predict their binding affinity value. This is MHC class II binding data. (1) The peptide sequence is VLAIVALVVATIIAI. The MHC is HLA-DPA10103-DPB10402 with pseudo-sequence HLA-DPA10103-DPB10402. The binding affinity (normalized) is 0. (2) The peptide sequence is KNLTGLVSAGPKAKS. The MHC is H-2-IAb with pseudo-sequence H-2-IAb. The binding affinity (normalized) is 0.588.